Dataset: NCI-60 drug combinations with 297,098 pairs across 59 cell lines. Task: Regression. Given two drug SMILES strings and cell line genomic features, predict the synergy score measuring deviation from expected non-interaction effect. (1) Cell line: UO-31. Drug 2: CC1=C(C(=O)C2=C(C1=O)N3CC4C(C3(C2COC(=O)N)OC)N4)N. Drug 1: CC1=C(C(=CC=C1)Cl)NC(=O)C2=CN=C(S2)NC3=CC(=NC(=N3)C)N4CCN(CC4)CCO. Synergy scores: CSS=5.40, Synergy_ZIP=-3.56, Synergy_Bliss=-0.458, Synergy_Loewe=-13.8, Synergy_HSA=-2.50. (2) Drug 1: C1=CC=C(C=C1)NC(=O)CCCCCCC(=O)NO. Drug 2: CC1C(C(CC(O1)OC2CC(CC3=C2C(=C4C(=C3O)C(=O)C5=CC=CC=C5C4=O)O)(C(=O)C)O)N)O. Cell line: NCI-H226. Synergy scores: CSS=50.1, Synergy_ZIP=-0.0377, Synergy_Bliss=0.0651, Synergy_Loewe=-17.1, Synergy_HSA=2.50. (3) Drug 1: CC(C)(C1=NC(=CC=C1)N2C3=NC(=NC=C3C(=O)N2CC=C)NC4=CC=C(C=C4)N5CCN(CC5)C)O. Drug 2: CCC1=C2CN3C(=CC4=C(C3=O)COC(=O)C4(CC)O)C2=NC5=C1C=C(C=C5)O. Cell line: HT29. Synergy scores: CSS=77.7, Synergy_ZIP=12.0, Synergy_Bliss=13.3, Synergy_Loewe=6.50, Synergy_HSA=15.7. (4) Drug 1: C1=NC(=NC(=O)N1C2C(C(C(O2)CO)O)O)N. Drug 2: C(CCl)NC(=O)N(CCCl)N=O. Cell line: MALME-3M. Synergy scores: CSS=12.8, Synergy_ZIP=-2.88, Synergy_Bliss=0.757, Synergy_Loewe=-4.45, Synergy_HSA=1.10.